Dataset: Peptide-MHC class II binding affinity with 134,281 pairs from IEDB. Task: Regression. Given a peptide amino acid sequence and an MHC pseudo amino acid sequence, predict their binding affinity value. This is MHC class II binding data. (1) The peptide sequence is EKKYDAATQFEPLAA. The MHC is HLA-DPA10103-DPB10601 with pseudo-sequence HLA-DPA10103-DPB10601. The binding affinity (normalized) is 0.686. (2) The peptide sequence is KIPTHRHIVGKPCPK. The MHC is DRB1_0401 with pseudo-sequence DRB1_0401. The binding affinity (normalized) is 0.276. (3) The peptide sequence is YMDVISRRDQRGSGQ. The MHC is DRB5_0101 with pseudo-sequence DRB5_0101. The binding affinity (normalized) is 0.763. (4) The peptide sequence is AYDTYKSIPSLEAAV. The MHC is DRB3_0202 with pseudo-sequence DRB3_0202. The binding affinity (normalized) is 0.521. (5) The peptide sequence is AGSYAADLGYGPATP. The MHC is DRB1_0401 with pseudo-sequence DRB1_0401. The binding affinity (normalized) is 0.574. (6) The peptide sequence is YGGSWKLEGRWDGEE. The MHC is DRB1_0301 with pseudo-sequence DRB1_0301. The binding affinity (normalized) is 0.306.